Dataset: Full USPTO retrosynthesis dataset with 1.9M reactions from patents (1976-2016). Task: Predict the reactants needed to synthesize the given product. (1) Given the product [OH:86][CH2:85][CH2:84][O:83][CH2:82][CH2:81][NH:80][C:39]([CH2:38][O:37][C:35](=[O:36])[C:34]1[CH:42]=[CH:43][C:31]([NH:30][C:28]([C@H:9]2[C@H:8]([C:4]3[CH:5]=[CH:6][CH:7]=[C:2]([Cl:1])[C:3]=3[F:46])[C@:12]([C:15]3[CH:20]=[CH:19][C:18]([Cl:21])=[CH:17][C:16]=3[F:22])([C:13]#[N:14])[C@H:11]([CH2:23][C:24]([CH3:25])([CH3:27])[CH3:26])[NH:10]2)=[O:29])=[C:32]([O:44][CH3:45])[CH:33]=1)=[O:41], predict the reactants needed to synthesize it. The reactants are: [Cl:1][C:2]1[C:3]([F:46])=[C:4]([C@@H:8]2[C@:12]([C:15]3[CH:20]=[CH:19][C:18]([Cl:21])=[CH:17][C:16]=3[F:22])([C:13]#[N:14])[C@H:11]([CH2:23][C:24]([CH3:27])([CH3:26])[CH3:25])[NH:10][C@H:9]2[C:28]([NH:30][C:31]2[CH:43]=[CH:42][C:34]([C:35]([O:37][CH2:38][C:39]([OH:41])=O)=[O:36])=[CH:33][C:32]=2[O:44][CH3:45])=[O:29])[CH:5]=[CH:6][CH:7]=1.CN(C(ON1N=NC2C=CC=NC1=2)=[N+](C)C)C.F[P-](F)(F)(F)(F)F.CCN(C(C)C)C(C)C.[NH2:80][CH2:81][CH2:82][O:83][CH2:84][CH2:85][OH:86]. (2) The reactants are: [CH2:1]([N:3]([CH2:18][CH3:19])[CH2:4][CH2:5][O:6][C:7]1[CH:12]=[CH:11][C:10]([CH:13]([NH2:17])[CH2:14][CH2:15][CH3:16])=[CH:9][CH:8]=1)[CH3:2].[O:20]1CCN(CCOC2C=CC(C(=O)CCC)=CC=2)CC1. Given the product [O:20]1[CH2:2][CH2:1][N:3]([CH2:4][CH2:5][O:6][C:7]2[CH:8]=[CH:9][C:10]([CH:13]([NH2:17])[CH2:14][CH2:15][CH3:16])=[CH:11][CH:12]=2)[CH2:18][CH2:19]1, predict the reactants needed to synthesize it. (3) Given the product [C:1]([NH:4][C:5]1[CH:10]=[C:9]([C:11]2[CH:16]=[CH:15][C:14]([Cl:17])=[C:13]([O:18][CH3:19])[C:12]=2[F:20])[N:8]=[C:7]([C:21]([O:23][CH3:24])=[O:22])[C:6]=1[OH:25])(=[O:3])[CH3:2], predict the reactants needed to synthesize it. The reactants are: [C:1]([NH:4][C:5]1[CH:10]=[C:9]([C:11]2[CH:16]=[CH:15][C:14]([Cl:17])=[C:13]([O:18][CH3:19])[C:12]=2[F:20])[N:8]=[C:7]([C:21]([O:23][CH3:24])=[O:22])[C:6]=1[O:25]CC1C=CC=CC=1)(=[O:3])[CH3:2]. (4) Given the product [CH2:26]([O:25][C:23](=[O:24])[C:22]([N:16]1[CH2:17][CH:18]2[CH2:19][CH:14]([C:8]3[N:9]([C:10](=[O:13])[C:11]([OH:12])=[C:6]([C:4]([O:3][CH2:1][CH3:2])=[O:5])[N:7]=3)[CH2:20]2)[CH2:15]1)=[CH:28][C:29]([O:31][CH2:32][CH3:33])=[O:30])[CH3:27], predict the reactants needed to synthesize it. The reactants are: [CH2:1]([O:3][C:4]([C:6]1[N:7]=[C:8]([CH:14]2[CH2:19][CH:18]([CH2:20]O)[CH2:17][N:16](/[C:22](=[CH:28]/[C:29]([O:31][CH2:32][CH3:33])=[O:30])/[C:23]([O:25][CH2:26][CH3:27])=[O:24])[CH2:15]2)[NH:9][C:10](=[O:13])[C:11]=1[OH:12])=[O:5])[CH3:2].C(N(CC)CC)C.CS(Cl)(=O)=O.C([O-])([O-])=O.[K+].[K+]. (5) Given the product [ClH:42].[ClH:42].[C:1]([C:3]1[CH:4]=[CH:5][C:6]([CH3:41])=[C:7]([N:9]([CH2:27][C:28]([N:30]([N:32]2[CH2:33][C:34]3[C:39](=[CH:38][CH:37]=[CH:36][CH:35]=3)[CH2:40]2)[CH3:31])=[O:29])[CH2:10][C:11]([NH:13][CH2:14][CH2:15][NH:16][CH:17]([CH3:18])[CH3:19])=[O:12])[CH:8]=1)#[N:2], predict the reactants needed to synthesize it. The reactants are: [C:1]([C:3]1[CH:4]=[CH:5][C:6]([CH3:41])=[C:7]([N:9]([CH2:27][C:28]([N:30]([N:32]2[CH2:40][C:39]3[C:34](=[CH:35][CH:36]=[CH:37][CH:38]=3)[CH2:33]2)[CH3:31])=[O:29])[CH2:10][C:11]([NH:13][CH2:14][CH2:15][N:16](C(OC(C)(C)C)=O)[CH:17]([CH3:19])[CH3:18])=[O:12])[CH:8]=1)#[N:2].[ClH:42].O1CCOCC1.C(OCC)C. (6) The reactants are: [CH2:1]([C@H:8]([NH:30][C:31](=[O:38])[O:32][CH:33]1[CH2:37][CH2:36][O:35][CH2:34]1)[C@@H:9]([OH:29])[CH:10]([NH:17][S:18]([C:21]1[CH:26]=[CH:25][C:24]([O:27][CH3:28])=[CH:23][CH:22]=1)(=[O:20])=[O:19])[O:11][CH:12]1[CH2:16][CH2:15][CH2:14][CH2:13]1)[C:2]1[CH:7]=[CH:6][CH:5]=[CH:4][CH:3]=1.C(=O)(O[C@H]1CCOC1)ON1C(=O)CCC1=O.N[C@@H](CC1C=CC=CC=1)[C@H](O)CN(OC1CCCC1)S(C1C=CC(OC)=CC=1)(=O)=O.C(N(CC)C(C)C)(C)C. Given the product [CH2:1]([C@H:8]([NH:30][C:31](=[O:38])[O:32][C@H:33]1[CH2:37][CH2:36][O:35][CH2:34]1)[C@@H:9]([OH:29])[CH:10]([NH:17][S:18]([C:21]1[CH:22]=[CH:23][C:24]([O:27][CH3:28])=[CH:25][CH:26]=1)(=[O:20])=[O:19])[O:11][CH:12]1[CH2:13][CH2:14][CH2:15][CH2:16]1)[C:2]1[CH:3]=[CH:4][CH:5]=[CH:6][CH:7]=1, predict the reactants needed to synthesize it. (7) Given the product [CH3:39][O:40][C:41](=[O:49])[C:42]1[CH:47]=[CH:46][C:45]([NH:48][C:35]([C@H:16]2[C@H:15]([C:11]3[CH:12]=[CH:13][CH:14]=[C:9]([Cl:8])[C:10]=3[F:38])[C@:19]([C:22]3[CH:27]=[CH:26][C:25]([Cl:28])=[CH:24][C:23]=3[F:29])([C:20]#[N:21])[C@H:18]([CH2:30][C:31]([CH3:33])([CH3:32])[CH3:34])[NH:17]2)=[O:36])=[N:44][CH:43]=1, predict the reactants needed to synthesize it. The reactants are: FC(F)(F)C(O)=O.[Cl:8][C:9]1[C:10]([F:38])=[C:11]([CH:15]2[C:19]([C:22]3[CH:27]=[CH:26][C:25]([Cl:28])=[CH:24][C:23]=3[F:29])([C:20]#[N:21])[CH:18]([CH2:30][C:31]([CH3:34])([CH3:33])[CH3:32])[NH:17][CH:16]2[C:35](O)=[O:36])[CH:12]=[CH:13][CH:14]=1.[CH3:39][O:40][C:41](=[O:49])[C:42]1[CH:47]=[CH:46][C:45]([NH2:48])=[N:44][CH:43]=1.CN(C(ON1N=NC2C=CC=NC1=2)=[N+](C)C)C.F[P-](F)(F)(F)(F)F.CCN(C(C)C)C(C)C. (8) The reactants are: [CH2:1]([C:3]1[N:8]=[C:7]2[N:9]([CH:13]([CH3:17])[CH2:14][O:15][CH3:16])[N:10]=[C:11]([CH3:12])[C:6]2=[N:5][C:4]=1[C:18]1[C:19](OC)=[N:20][C:21]([CH:24]([CH3:26])[CH3:25])=[CH:22][CH:23]=1)[CH3:2].[CH2:29](C1N=C2N(C(CC)CC)N=C(C)C2=NC=1C1C(OC)=NC(C(C)C)=CC=1)[CH3:30].C(C1N=C2N(C(C)COC)N=C(C)C2=NC=1C1C(OS(C(F)(F)F)(=O)=O)=NC(C(C)C)=CC=1)C.C(B(CC)CC)C. Given the product [CH2:1]([C:3]1[N:8]=[C:7]2[N:9]([CH:13]([CH3:17])[CH2:14][O:15][CH3:16])[N:10]=[C:11]([CH3:12])[C:6]2=[N:5][C:4]=1[C:18]1[C:19]([CH2:29][CH3:30])=[N:20][C:21]([CH:24]([CH3:25])[CH3:26])=[CH:22][CH:23]=1)[CH3:2], predict the reactants needed to synthesize it.